The task is: Regression/Classification. Given a drug SMILES string, predict its absorption, distribution, metabolism, or excretion properties. Task type varies by dataset: regression for continuous measurements (e.g., permeability, clearance, half-life) or binary classification for categorical outcomes (e.g., BBB penetration, CYP inhibition). Dataset: cyp3a4_veith.. This data is from CYP3A4 inhibition data for predicting drug metabolism from PubChem BioAssay. (1) The molecule is CC(C)CNC(=O)c1ccc(COc2ccc(Cl)cc2Cl)o1. The result is 1 (inhibitor). (2) The compound is CCc1ccc2nc(NC(=O)c3cc(C)on3)sc2c1. The result is 0 (non-inhibitor). (3) The molecule is O=C(O)C[C@H]1NCc2cc3ccccc3nc21. The result is 0 (non-inhibitor). (4) The drug is Cc1nc2cnc(Oc3ccccc3)nc2n(C)c1=O. The result is 0 (non-inhibitor).